Dataset: Reaction yield outcomes from USPTO patents with 853,638 reactions. Task: Predict the reaction yield, written as a fraction of the theoretical maximum amount of product (1.0 means a 100% yield; for example, 0.34 means a 34% yield). (1) The reactants are Cl[C:2]1[CH:11]=[C:10]([C:12]([OH:14])=[O:13])[C:9]2[C:4](=[CH:5][CH:6]=[CH:7][CH:8]=2)[N:3]=1.[CH3:15][N:16]1[CH2:21][CH2:20][N:19]([C:22]2[N:27]=[CH:26][CH:25]=[CH:24][C:23]=2B2OC(C)(C)C(C)(C)O2)[CH2:18][CH2:17]1.C([O-])([O-])=O.[K+].[K+]. The catalyst is C1C=CC([P]([Pd]([P](C2C=CC=CC=2)(C2C=CC=CC=2)C2C=CC=CC=2)([P](C2C=CC=CC=2)(C2C=CC=CC=2)C2C=CC=CC=2)[P](C2C=CC=CC=2)(C2C=CC=CC=2)C2C=CC=CC=2)(C2C=CC=CC=2)C2C=CC=CC=2)=CC=1.O1CCOCC1. The product is [CH3:15][N:16]1[CH2:17][CH2:18][N:19]([C:22]2[N:27]=[CH:26][C:25]([C:2]3[CH:11]=[C:10]([C:12]([OH:14])=[O:13])[C:9]4[C:4](=[CH:5][CH:6]=[CH:7][CH:8]=4)[N:3]=3)=[CH:24][CH:23]=2)[CH2:20][CH2:21]1. The yield is 0.750. (2) The reactants are [C:1]([C:3]1[C:4]([CH3:16])=[CH:5][C:6]([C:11](OCC)=[O:12])=[N:7][C:8]=1[O:9][CH3:10])#[N:2].[Cl-].[Ca+2].[Cl-].[BH4-].[Na+].CCOC(C)=O. The catalyst is O1CCCC1.C(O)C.C(Cl)Cl. The product is [OH:12][CH2:11][C:6]1[CH:5]=[C:4]([CH3:16])[C:3]([C:1]#[N:2])=[C:8]([O:9][CH3:10])[N:7]=1. The yield is 0.930. (3) The reactants are [Br:1][C:2]1[CH:7]=[C:6]([N+:8]([O-:10])=[O:9])[CH:5]=[C:4]([C:11]([F:14])([F:13])[F:12])[C:3]=1[NH2:15].[CH:16]1([CH2:22][CH2:23][C:24](Cl)=[O:25])[CH2:21][CH2:20][CH2:19][CH2:18][CH2:17]1. The catalyst is C(#N)C. The product is [Br:1][C:2]1[CH:7]=[C:6]([N+:8]([O-:10])=[O:9])[CH:5]=[C:4]([C:11]([F:14])([F:13])[F:12])[C:3]=1[NH:15][C:24](=[O:25])[CH2:23][CH2:22][CH:16]1[CH2:21][CH2:20][CH2:19][CH2:18][CH2:17]1. The yield is 0.330. (4) The reactants are [Br:1][C:2]1[CH:15]=[CH:14][C:5]([O:6][C:7]2[CH:12]=[CH:11][C:10](N)=[CH:9][CH:8]=2)=[CH:4][CH:3]=1.CC[N:18](C(C)C)C(C)C.[Br:25][CH2:26][C:27](Br)=[O:28].C(=O)(O)[O-].[Na+]. The catalyst is ClCCl. The product is [Br:25][CH2:26][C:27]([NH:18][C:8]1[CH:9]=[CH:10][CH:11]=[CH:12][C:7]=1[O:6][C:5]1[CH:14]=[CH:15][C:2]([Br:1])=[CH:3][CH:4]=1)=[O:28]. The yield is 0.950. (5) The reactants are [NH2:1][C:2]1[C:3](NC(OC)=O)=[N:4][C:5]([Cl:9])=[C:6]([NH2:8])[N:7]=1.[Li+].[OH-:16].Cl.C1[CH2:22][O:21]CC1.CO. No catalyst specified. The product is [NH2:1][C:2]1[C:3]([C:22]([OH:21])=[O:16])=[N:4][C:5]([Cl:9])=[C:6]([NH2:8])[N:7]=1. The yield is 0.930.